Dataset: Full USPTO retrosynthesis dataset with 1.9M reactions from patents (1976-2016). Task: Predict the reactants needed to synthesize the given product. (1) Given the product [Cl:31][C:29]1[CH:30]=[C:25]([S:22]([NH:21][C:17]2[CH:18]=[C:19]3[C:14]([CH:13]=[CH:12][C:11]([NH:10][C:1](=[O:8])[C:2]4[CH:7]=[CH:6][CH:5]=[CH:4][CH:3]=4)=[CH:20]3)=[CH:15][CH:16]=2)(=[O:24])=[O:23])[CH:26]=[C:27]([Cl:32])[CH:28]=1, predict the reactants needed to synthesize it. The reactants are: [C:1](Cl)(=[O:8])[C:2]1[CH:7]=[CH:6][CH:5]=[CH:4][CH:3]=1.[NH2:10][C:11]1[CH:20]=[C:19]2[C:14]([CH:15]=[CH:16][C:17]([NH:21][S:22]([C:25]3[CH:30]=[C:29]([Cl:31])[CH:28]=[C:27]([Cl:32])[CH:26]=3)(=[O:24])=[O:23])=[CH:18]2)=[CH:13][CH:12]=1.C(N(CC)CC)C.Cl. (2) Given the product [C:42]([C:39]1[CH:40]=[CH:41][C:36]([CH2:35][NH:34][C:33](=[O:32])[NH:15][CH2:14][C:13]2[CH:16]=[CH:17][C:10]([NH:9][S:6]([CH3:5])(=[O:8])=[O:7])=[C:11]([CH3:18])[CH:12]=2)=[CH:37][CH:38]=1)([CH3:45])([CH3:43])[CH3:44], predict the reactants needed to synthesize it. The reactants are: C([O-])(=O)C.[CH3:5][S:6]([NH:9][C:10]1[CH:17]=[CH:16][C:13]([CH2:14][NH3+:15])=[CH:12][C:11]=1[CH3:18])(=[O:8])=[O:7].C(N(CC)CC)C.C1([O:32][C:33](=O)[NH:34][CH2:35][C:36]2[CH:41]=[CH:40][C:39]([C:42]([CH3:45])([CH3:44])[CH3:43])=[CH:38][CH:37]=2)C=CC=CC=1.C(#N)C. (3) Given the product [CH2:13]([C:15]1[C:16]([C:23]2[CH:31]=[C:30]3[C:26]([C:27]([C:32]4[NH:33][C:34]5[CH2:39][CH2:38][N:37]([CH2:6][C:5]6[CH:8]=[CH:9][C:2]([OH:1])=[CH:3][CH:4]=6)[CH2:36][C:35]=5[N:40]=4)=[N:28][NH:29]3)=[CH:25][CH:24]=2)=[CH:17][C:18]([F:22])=[C:19]([OH:21])[CH:20]=1)[CH3:14], predict the reactants needed to synthesize it. The reactants are: [OH:1][C:2]1[CH:9]=[CH:8][C:5]([CH:6]=O)=[CH:4][CH:3]=1.Br.Br.Br.[CH2:13]([C:15]1[C:16]([C:23]2[CH:31]=[C:30]3[C:26]([C:27]([C:32]4[NH:33][C:34]5[CH2:39][CH2:38][NH:37][CH2:36][C:35]=5[N:40]=4)=[N:28][NH:29]3)=[CH:25][CH:24]=2)=[CH:17][C:18]([F:22])=[C:19]([OH:21])[CH:20]=1)[CH3:14]. (4) Given the product [C:1]([O:6][CH2:7][CH2:28][CH2:27][CH2:26][CH2:25][CH2:24][CH2:23][CH2:22][CH2:21][CH2:20][CH2:19][CH2:18][CH2:17][CH2:16][CH2:15][CH2:14][CH2:13][CH2:12][CH2:11][CH2:10][CH2:9][CH3:8])(=[O:5])[CH:2]([CH3:4])[OH:3], predict the reactants needed to synthesize it. The reactants are: [C:1]([O:6][CH3:7])(=[O:5])[CH:2]([CH3:4])[OH:3].[CH2:8](O)[CH2:9][CH2:10][CH2:11][CH2:12][CH2:13][CH2:14][CH2:15][CH2:16][CH2:17][CH2:18][CH2:19][CH2:20][CH2:21][CH2:22][CH2:23][CH2:24][CH2:25][CH2:26][CH2:27][CH2:28]C.[H-].[Na+].